This data is from NCI-60 drug combinations with 297,098 pairs across 59 cell lines. The task is: Regression. Given two drug SMILES strings and cell line genomic features, predict the synergy score measuring deviation from expected non-interaction effect. Cell line: SN12C. Synergy scores: CSS=10.5, Synergy_ZIP=-7.42, Synergy_Bliss=-9.33, Synergy_Loewe=-8.06, Synergy_HSA=-8.09. Drug 2: C#CCC(CC1=CN=C2C(=N1)C(=NC(=N2)N)N)C3=CC=C(C=C3)C(=O)NC(CCC(=O)O)C(=O)O. Drug 1: CC(CN1CC(=O)NC(=O)C1)N2CC(=O)NC(=O)C2.